Dataset: Peptide-MHC class I binding affinity with 185,985 pairs from IEDB/IMGT. Task: Regression. Given a peptide amino acid sequence and an MHC pseudo amino acid sequence, predict their binding affinity value. This is MHC class I binding data. (1) The peptide sequence is QVPLRPMTYK. The MHC is HLA-B51:01 with pseudo-sequence HLA-B51:01. The binding affinity (normalized) is 0. (2) The peptide sequence is RDWAHNSL. The MHC is HLA-A02:06 with pseudo-sequence HLA-A02:06. The binding affinity (normalized) is 0.